The task is: Predict the reaction yield, written as a fraction of the theoretical maximum amount of product (1.0 means a 100% yield; for example, 0.34 means a 34% yield).. This data is from Reaction yield outcomes from USPTO patents with 853,638 reactions. (1) The reactants are [F:1][CH2:2][CH2:3][NH:4][C:5](=[O:10])[C@@H:6]([NH2+:8][CH3:9])[CH3:7].[Cl-].[CH3:12][N:13]1[C:25]2[CH2:24][CH2:23][CH:22]([CH:26]3[CH2:31][CH2:30][O:29][CH2:28][CH2:27]3)[CH2:21][C:20]=2[C:19]2[C:14]1=[CH:15][CH:16]=[C:17]([C:32](O)=[O:33])[CH:18]=2.CCN(C(C)C)C(C)C.CN(C(ON1N=NC2C=CC=NC1=2)=[N+](C)C)C.F[P-](F)(F)(F)(F)F. The catalyst is CN(C=O)C. The product is [F:1][CH2:2][CH2:3][NH:4][C:5](=[O:10])[C@@H:6]([N:8]([CH3:9])[C:32]([C:17]1[CH:18]=[C:19]2[C:14](=[CH:15][CH:16]=1)[N:13]([CH3:12])[C:25]1[CH2:24][CH2:23][CH:22]([CH:26]3[CH2:27][CH2:28][O:29][CH2:30][CH2:31]3)[CH2:21][C:20]2=1)=[O:33])[CH3:7]. The yield is 0.135. (2) The reactants are [CH:1]1([NH2:4])[CH2:3][CH2:2]1.Br[CH:6]([C:12]([O:14][CH2:15][CH3:16])=[O:13])[C:7]([O:9][CH2:10][CH3:11])=[O:8]. The catalyst is C(#N)C. The product is [CH:1]1([NH:4][CH:6]([C:7]([O:9][CH2:10][CH3:11])=[O:8])[C:12]([O:14][CH2:15][CH3:16])=[O:13])[CH2:3][CH2:2]1. The yield is 0.630. (3) The reactants are [C:1]([C:3]1[C:4]([CH3:14])=[CH:5][C:6](C(O)=O)=[N:7][C:8]=1[O:9][CH3:10])#[N:2].C([N:17]([CH2:20]C)CC)C.C1C=CC(P(N=[N+]=[N-])(C2C=CC=CC=2)=[O:29])=CC=1.[C:39]([OH:43])([CH3:42])([CH3:41])[CH3:40]. No catalyst specified. The product is [C:1]([C:3]1[C:4]([CH3:14])=[CH:5][C:6]([NH:17][C:20](=[O:29])[O:43][C:39]([CH3:42])([CH3:41])[CH3:40])=[N:7][C:8]=1[O:9][CH3:10])#[N:2]. The yield is 0.594. (4) The reactants are [CH3:1][O:2][C:3]1[C:11]([CH3:12])=[CH:10][CH:9]=[C:8]2[C:4]=1[CH2:5][CH:6]([O:14][C:15]1[CH:20]=[CH:19][C:18]([N+:21]([O-:23])=[O:22])=[CH:17][CH:16]=1)[C:7]2=O.C([SiH](CC)CC)C.FC(F)(F)C(O)=O.C(=O)(O)[O-].[Na+]. No catalyst specified. The product is [CH3:1][O:2][C:3]1[C:11]([CH3:12])=[CH:10][CH:9]=[C:8]2[C:4]=1[CH2:5][CH:6]([O:14][C:15]1[CH:20]=[CH:19][C:18]([N+:21]([O-:23])=[O:22])=[CH:17][CH:16]=1)[CH2:7]2. The yield is 0.697. (5) The reactants are C(OC([C:11]1([NH2:25])[CH2:15][CH2:14][N:13]([C:16]2[CH:21]=[CH:20][C:19]([C:22]#[N:23])=[CH:18][CH:17]=2)[C:12]1=[O:24])=O)C1C=CC=CC=1.[ClH:26].[H][H]. The catalyst is CO.[Pd]. The product is [ClH:26].[NH2:25][CH:11]1[CH2:15][CH2:14][N:13]([C:16]2[CH:17]=[CH:18][C:19]([C:22]#[N:23])=[CH:20][CH:21]=2)[C:12]1=[O:24]. The yield is 0.800.